This data is from Reaction yield outcomes from USPTO patents with 853,638 reactions. The task is: Predict the reaction yield, written as a fraction of the theoretical maximum amount of product (1.0 means a 100% yield; for example, 0.34 means a 34% yield). (1) The reactants are [NH2:1][C:2]1[CH:7]=[C:6]([Cl:8])[CH:5]=[CH:4][C:3]=1[NH:9][CH2:10][CH2:11][CH2:12][OH:13].[CH:14](O)=O. No catalyst specified. The product is [Cl:8][C:6]1[CH:5]=[CH:4][C:3]2[N:9]([CH2:10][CH2:11][CH2:12][OH:13])[CH:14]=[N:1][C:2]=2[CH:7]=1. The yield is 0.810. (2) The reactants are [CH2:1]([O:3][C:4](=[O:48])[CH2:5][CH2:6][CH2:7][O:8][C:9]1[CH:14]=[CH:13][CH:12]=[C:11]([CH2:15][CH2:16][CH2:17][CH2:18][CH2:19][CH2:20][O:21][C:22]2[CH:23]=[C:24]([C:33]3[CH:38]=[CH:37][C:36](F)=[C:35]([F:40])[CH:34]=3)[CH:25]=[C:26]([C:28](=[O:32])[N:29]([CH3:31])[CH3:30])[CH:27]=2)[C:10]=1[CH2:41][CH2:42][C:43]([O:45][CH2:46][CH3:47])=[O:44])[CH3:2].C(OC(=O)CCCOC1C=CC=C(CCCCCCOC2C=C(C(N3CC[C:80]([F:84])([F:83])[CH2:79]3)=O)C=C(Br)C=2)C=1CCC(OCC)=O)C.FC1C=C(B(O)O)C=CC=1.C(=O)([O-])[O-].[Cs+].[Cs+]. The catalyst is COCCOC.C1C=CC(P(C2C=CC=CC=2)[C-]2C=CC=C2)=CC=1.C1C=CC(P(C2C=CC=CC=2)[C-]2C=CC=C2)=CC=1.Cl[Pd]Cl.[Fe+2]. The product is [CH2:1]([O:3][C:4](=[O:48])[CH2:5][CH2:6][CH2:7][O:8][C:9]1[CH:14]=[CH:13][CH:12]=[C:11]([CH2:15][CH2:16][CH2:17][CH2:18][CH2:19][CH2:20][O:21][C:22]2[CH:23]=[C:24]([C:33]3[CH:38]=[CH:37][CH:36]=[C:35]([F:40])[CH:34]=3)[CH:25]=[C:26]([C:28]([N:29]3[CH2:31][CH2:79][C:80]([F:84])([F:83])[CH2:30]3)=[O:32])[CH:27]=2)[C:10]=1[CH2:41][CH2:42][C:43]([O:45][CH2:46][CH3:47])=[O:44])[CH3:2]. The yield is 0.970. (3) The reactants are [Cl:1][C:2]1[N:7]=[C:6]([C:8]([CH:10]2[CH2:12][CH2:11]2)=[O:9])[CH:5]=[CH:4][N:3]=1.[CH3:13][Mg]Cl. The catalyst is C1COCC1.CCOC(C)=O. The product is [Cl:1][C:2]1[N:7]=[C:6]([C:8]([CH:10]2[CH2:11][CH2:12]2)([OH:9])[CH3:13])[CH:5]=[CH:4][N:3]=1. The yield is 0.600. (4) The reactants are [C:1]([C:3]1[C:12]2[C:7](=[CH:8][CH:9]=[CH:10][CH:11]=2)[C:6](F)=[CH:5][CH:4]=1)#[N:2].[C:14]([CH:22]1[CH2:27][CH2:26][NH:25][CH2:24][CH2:23]1)(=[O:21])[C:15]1[CH:20]=[CH:19][CH:18]=[CH:17][CH:16]=1. No catalyst specified. The product is [C:14]([CH:22]1[CH2:27][CH2:26][N:25]([C:6]2[C:7]3[C:12](=[CH:11][CH:10]=[CH:9][CH:8]=3)[C:3]([C:1]#[N:2])=[CH:4][CH:5]=2)[CH2:24][CH2:23]1)(=[O:21])[C:15]1[CH:20]=[CH:19][CH:18]=[CH:17][CH:16]=1. The yield is 0.0800.